Dataset: Forward reaction prediction with 1.9M reactions from USPTO patents (1976-2016). Task: Predict the product of the given reaction. (1) Given the reactants [CH3:1][Si:2]([CH3:23])([CH3:22])[CH2:3][CH2:4][O:5][C:6](=[O:21])[N:7]([CH2:9][C@@H:10]([N:18]=[C:19]=[S:20])[CH2:11][CH:12]1[CH2:17][CH2:16][CH2:15][CH2:14][CH2:13]1)[CH3:8].[N:24]#[C:25][NH2:26].[Na], predict the reaction product. The product is: [C:25]([NH:26][C:19]([NH:18][C@@H:10]([CH2:11][CH:12]1[CH2:13][CH2:14][CH2:15][CH2:16][CH2:17]1)[CH2:9][N:7]([CH3:8])[C:6]([O:5][CH2:4][CH2:3][Si:2]([CH3:1])([CH3:22])[CH3:23])=[O:21])=[S:20])#[N:24]. (2) Given the reactants [N:1]1[CH:6]=[CH:5][CH:4]=[C:3]([S:7]([OH:10])(=O)=[O:8])[CH:2]=1.P(Cl)(Cl)(Cl)(Cl)[Cl:12].[ClH:17], predict the reaction product. The product is: [ClH:12].[N:1]1[CH:6]=[CH:5][CH:4]=[C:3]([S:7]([Cl:17])(=[O:10])=[O:8])[CH:2]=1.